This data is from Catalyst prediction with 721,799 reactions and 888 catalyst types from USPTO. The task is: Predict which catalyst facilitates the given reaction. (1) Reactant: [CH3:1][O:2][C:3](=[O:27])[CH2:4][CH2:5][C:6]1[CH:11]=[CH:10][C:9]([O:12][CH2:13][CH2:14][C@@H:15]([O:17][C:18]2[CH:23]=[CH:22][C:21]([Cl:24])=[CH:20][C:19]=2Br)[CH3:16])=[CH:8][C:7]=1[CH3:26].[F:28][C:29]1[CH:34]=[CH:33][CH:32]=[CH:31][C:30]=1B(O)O.[F-].[Cs+].ClCCl. Product: [CH3:1][O:2][C:3](=[O:27])[CH2:4][CH2:5][C:6]1[CH:11]=[CH:10][C:9]([O:12][CH2:13][CH2:14][C@@H:15]([O:17][C:18]2[CH:23]=[CH:22][C:21]([Cl:24])=[CH:20][C:19]=2[C:30]2[CH:31]=[CH:32][CH:33]=[CH:34][C:29]=2[F:28])[CH3:16])=[CH:8][C:7]=1[CH3:26]. The catalyst class is: 10. (2) Reactant: [H-].[Na+].[N:3]1[CH:8]=[CH:7][CH:6]=[CH:5][C:4]=1[C:9]([OH:12])([CH3:11])[CH3:10].[Cl:13][C:14]1[CH:15]=[C:16]([N+:21]([O-:23])=[O:22])[CH:17]=[CH:18][C:19]=1F. Product: [Cl:13][C:14]1[CH:15]=[C:16]([N+:21]([O-:23])=[O:22])[CH:17]=[CH:18][C:19]=1[O:12][C:9]([C:4]1[CH:5]=[CH:6][CH:7]=[CH:8][N:3]=1)([CH3:11])[CH3:10]. The catalyst class is: 44. (3) Reactant: [CH:1]1([N:5]2[C:13]3[C:8](=[CH:9][C:10]([F:15])=[C:11]([CH3:14])[CH:12]=3)[C:7]([C:16]#[N:17])=[CH:6]2)[CH2:4][CH2:3][CH2:2]1.[B:18](OC(C)C)([O:23]C(C)C)[O:19]C(C)C.[Li+].CC([N-]C(C)C)C. Product: [C:16]([C:7]1[C:8]2[C:13](=[CH:12][C:11]([CH3:14])=[C:10]([F:15])[CH:9]=2)[N:5]([CH:1]2[CH2:2][CH2:3][CH2:4]2)[C:6]=1[B:18]([OH:23])[OH:19])#[N:17]. The catalyst class is: 1. (4) Reactant: [Br:1][C:2]1[C:3]([C:8]([OH:10])=O)=[N:4][CH:5]=[N:6][CH:7]=1.C1C=CC2N(O)N=[N:17][C:15]=2C=1.C(Cl)CCl.Cl.CN.C(N(C(C)C)C(C)C)C. Product: [Br:1][C:2]1[C:3]([C:8]([NH:17][CH3:15])=[O:10])=[N:4][CH:5]=[N:6][CH:7]=1. The catalyst class is: 3. (5) Reactant: [CH:1]([O:4][C:5]1[CH:28]=[CH:27][C:8]([C:9]([N:11]2[CH2:16][CH2:15][C:14]3([CH2:25][C:24](=[O:26])[C:23]4[C:18](=[CH:19][CH:20]=[CH:21][CH:22]=4)[O:17]3)[CH2:13][CH2:12]2)=[O:10])=[CH:7][C:6]=1[O:29][CH3:30])([CH3:3])[CH3:2].[BH4-].[Na+]. Product: [OH:26][CH:24]1[C:23]2[C:18](=[CH:19][CH:20]=[CH:21][CH:22]=2)[O:17][C:14]2([CH2:13][CH2:12][N:11]([C:9]([C:8]3[CH:27]=[CH:28][C:5]([O:4][CH:1]([CH3:2])[CH3:3])=[C:6]([O:29][CH3:30])[CH:7]=3)=[O:10])[CH2:16][CH2:15]2)[CH2:25]1. The catalyst class is: 14. (6) Reactant: [CH:1]([NH:4][C:5]([CH:7]1[C:15]2[C:10](=[CH:11][C:12]([Cl:35])=[C:13]([NH:16][C:17]([C:19]3[N:20]([C:28]4[C:33]([Cl:34])=[CH:32][CH:31]=[CH:30][N:29]=4)[N:21]=[C:22]([C:24]([F:27])([F:26])[F:25])[CH:23]=3)=[O:18])[CH:14]=2)[CH2:9][CH:8]1[OH:36])=[O:6])([CH3:3])[CH3:2].[Cr](Cl)([O-])(=O)=O.[NH+]1C=CC=CC=1.O. Product: [CH:1]([NH:4][C:5]([CH:7]1[C:15]2[C:10](=[CH:11][C:12]([Cl:35])=[C:13]([NH:16][C:17]([C:19]3[N:20]([C:28]4[C:33]([Cl:34])=[CH:32][CH:31]=[CH:30][N:29]=4)[N:21]=[C:22]([C:24]([F:27])([F:25])[F:26])[CH:23]=3)=[O:18])[CH:14]=2)[CH2:9][C:8]1=[O:36])=[O:6])([CH3:3])[CH3:2]. The catalyst class is: 4. (7) Reactant: [N:1]1([C:9]([O:11][CH2:12][C:13]2[CH:18]=[CH:17][CH:16]=[CH:15][CH:14]=2)=[O:10])[CH2:8][CH2:7][CH2:6][C@H:2]1[C:3]([OH:5])=O.CN(C(ON1N=NC2C=CC=NC1=2)=[N+](C)C)C.F[P-](F)(F)(F)(F)F.CCN(C(C)C)C(C)C.[N+:52]([C:55]1[CH:56]=[C:57]([C:61]2[N:62]=[C:63]([NH2:66])[S:64][CH:65]=2)[CH:58]=[CH:59][CH:60]=1)([O-:54])=[O:53]. Product: [CH2:12]([O:11][C:9]([N:1]1[CH2:8][CH2:7][CH2:6][CH:2]1[C:3](=[O:5])[NH:66][C:63]1[S:64][CH:65]=[C:61]([C:57]2[CH:58]=[CH:59][CH:60]=[C:55]([N+:52]([O-:54])=[O:53])[CH:56]=2)[N:62]=1)=[O:10])[C:13]1[CH:18]=[CH:17][CH:16]=[CH:15][CH:14]=1. The catalyst class is: 3. (8) Reactant: [Cl-].[NH4+:2].[Br:3][C:4]1[CH:5]=[C:6]([C:10]2([CH3:20])[CH2:15][N:14]([CH3:16])[C:13](=[O:17])[C:12](OC)=[N:11]2)[CH:7]=[CH:8][CH:9]=1. Product: [NH2:2][C:12]1[C:13](=[O:17])[N:14]([CH3:16])[CH2:15][C:10]([C:6]2[CH:7]=[CH:8][CH:9]=[C:4]([Br:3])[CH:5]=2)([CH3:20])[N:11]=1. The catalyst class is: 14. (9) Reactant: [Cl:1][C:2]1[CH:45]=[CH:44][C:5]([CH2:6][C@@H:7]([NH:30][CH:31]2[CH2:36][CH2:35][N:34](C(OC(C)(C)C)=O)[CH2:33][CH2:32]2)[C:8]([N:10]2[CH2:15][CH2:14][CH:13]([N:16]([CH:24]3[CH2:29][CH2:28][CH2:27][CH2:26][CH2:25]3)[CH2:17][CH2:18][N:19]3[CH:23]=[CH:22][N:21]=[CH:20]3)[CH2:12][CH2:11]2)=[O:9])=[CH:4][CH:3]=1.Cl. Product: [Cl:1][C:2]1[CH:3]=[CH:4][C:5]([CH2:6][C@@H:7]([NH:30][CH:31]2[CH2:36][CH2:35][NH:34][CH2:33][CH2:32]2)[C:8]([N:10]2[CH2:15][CH2:14][CH:13]([N:16]([CH:24]3[CH2:29][CH2:28][CH2:27][CH2:26][CH2:25]3)[CH2:17][CH2:18][N:19]3[CH:23]=[CH:22][N:21]=[CH:20]3)[CH2:12][CH2:11]2)=[O:9])=[CH:44][CH:45]=1. The catalyst class is: 12.